Predict which catalyst facilitates the given reaction. From a dataset of Catalyst prediction with 721,799 reactions and 888 catalyst types from USPTO. Reactant: [NH:1]1[C:9]2[C:4](=[CH:5][C:6]([O:10][C:11]3[CH:18]=[CH:17][C:16]([F:19])=[CH:15][C:12]=3[C:13]#[N:14])=[CH:7][CH:8]=2)[CH:3]=[N:2]1.[H-].[Na+].Br[CH2:23][CH:24]([O:27][CH3:28])[O:25][CH3:26]. Product: [CH3:26][O:25][CH:24]([O:27][CH3:28])[CH2:23][N:1]1[C:9]2[C:4](=[CH:5][C:6]([O:10][C:11]3[CH:18]=[CH:17][C:16]([F:19])=[CH:15][C:12]=3[C:13]#[N:14])=[CH:7][CH:8]=2)[CH:3]=[N:2]1. The catalyst class is: 80.